Dataset: Forward reaction prediction with 1.9M reactions from USPTO patents (1976-2016). Task: Predict the product of the given reaction. (1) Given the reactants B(Br)(Br)Br.C(Cl)Cl.[CH3:8][C:9]1([CH3:36])[O:35][C:13]2[CH:14]=[CH:15][C:16]3[C:29](=[O:30])[C@@H:28]4[C@@H:19]([CH2:20][O:21][C:22]5[C:27]4=[CH:26][C:25]([O:31]C)=[C:24]([O:33][CH3:34])[CH:23]=5)[O:18][C:17]=3[C:12]=2[CH:11]=[CH:10]1, predict the reaction product. The product is: [OH:31][C:25]1[CH:26]=[C:27]2[C@H:28]3[C@H:19]([O:18][C:17]4[C:12]5[CH:11]=[CH:10][C:9]([CH3:36])([CH3:8])[O:35][C:13]=5[CH:14]=[CH:15][C:16]=4[C:29]3=[O:30])[CH2:20][O:21][C:22]2=[CH:23][C:24]=1[O:33][CH3:34]. (2) Given the reactants [O:1]=[C:2]1[O:6][C@H:5]([C@@H:7]([NH:15][C:16](=[O:22])[O:17][C:18]([CH3:21])([CH3:20])[CH3:19])[CH2:8][C:9]2[CH:14]=[CH:13][CH:12]=[CH:11][CH:10]=2)[CH2:4][CH:3]1[CH2:23][C:24]1[CH:29]=[CH:28][C:27]([C:30]2[CH:35]=[CH:34][CH:33]=[CH:32][N:31]=2)=[CH:26][CH:25]=1.[OH-:36].[Na+].N1C=CN=C1.[Si:43](Cl)([C:46]([CH3:49])([CH3:48])[CH3:47])([CH3:45])[CH3:44], predict the reaction product. The product is: [C:18]([O:17][C:16]([NH:15][C@@H:7]([CH2:8][C:9]1[CH:14]=[CH:13][CH:12]=[CH:11][CH:10]=1)[C@@H:5]([O:6][Si:43]([C:46]([CH3:49])([CH3:48])[CH3:47])([CH3:45])[CH3:44])[CH2:4][CH:3]([CH2:23][C:24]1[CH:29]=[CH:28][C:27]([C:30]2[CH:35]=[CH:34][CH:33]=[CH:32][N:31]=2)=[CH:26][CH:25]=1)[C:2]([OH:36])=[O:1])=[O:22])([CH3:20])([CH3:21])[CH3:19]. (3) Given the reactants [OH:1][CH2:2][CH:3]1[NH:8][CH2:7][CH2:6][N:5]([C:9]([O:11][C:12]([CH3:15])([CH3:14])[CH3:13])=[O:10])[CH2:4]1.[Br:16][C:17]1[CH:18]=[C:19]([N:23]=[C:24]=[O:25])[CH:20]=[CH:21][CH:22]=1, predict the reaction product. The product is: [Br:16][C:17]1[CH:18]=[C:19]([NH:23][C:24]([N:8]2[CH2:7][CH2:6][N:5]([C:9]([O:11][C:12]([CH3:15])([CH3:14])[CH3:13])=[O:10])[CH2:4][CH:3]2[CH2:2][OH:1])=[O:25])[CH:20]=[CH:21][CH:22]=1.